From a dataset of NCI-60 drug combinations with 297,098 pairs across 59 cell lines. Regression. Given two drug SMILES strings and cell line genomic features, predict the synergy score measuring deviation from expected non-interaction effect. (1) Drug 1: C#CCC(CC1=CN=C2C(=N1)C(=NC(=N2)N)N)C3=CC=C(C=C3)C(=O)NC(CCC(=O)O)C(=O)O. Drug 2: CC1=C(C(=O)C2=C(C1=O)N3CC4C(C3(C2COC(=O)N)OC)N4)N. Cell line: BT-549. Synergy scores: CSS=13.8, Synergy_ZIP=-3.99, Synergy_Bliss=1.19, Synergy_Loewe=-5.03, Synergy_HSA=-5.02. (2) Cell line: A498. Synergy scores: CSS=7.31, Synergy_ZIP=-4.36, Synergy_Bliss=-3.56, Synergy_Loewe=-2.96, Synergy_HSA=-2.85. Drug 1: CC(C1=C(C=CC(=C1Cl)F)Cl)OC2=C(N=CC(=C2)C3=CN(N=C3)C4CCNCC4)N. Drug 2: CCCCCOC(=O)NC1=NC(=O)N(C=C1F)C2C(C(C(O2)C)O)O. (3) Drug 2: CN1C2=C(C=C(C=C2)N(CCCl)CCCl)N=C1CCCC(=O)O.Cl. Synergy scores: CSS=24.1, Synergy_ZIP=-3.89, Synergy_Bliss=0.108, Synergy_Loewe=-1.48, Synergy_HSA=1.08. Cell line: OVCAR-8. Drug 1: CC(CN1CC(=O)NC(=O)C1)N2CC(=O)NC(=O)C2. (4) Drug 1: C1CCN(CC1)CCOC2=CC=C(C=C2)C(=O)C3=C(SC4=C3C=CC(=C4)O)C5=CC=C(C=C5)O. Drug 2: CC1=C2C(C(=O)C3(C(CC4C(C3C(C(C2(C)C)(CC1OC(=O)C(C(C5=CC=CC=C5)NC(=O)OC(C)(C)C)O)O)OC(=O)C6=CC=CC=C6)(CO4)OC(=O)C)O)C)O. Cell line: ACHN. Synergy scores: CSS=3.70, Synergy_ZIP=-0.621, Synergy_Bliss=2.91, Synergy_Loewe=-5.32, Synergy_HSA=-0.243. (5) Drug 1: C1CCC(C1)C(CC#N)N2C=C(C=N2)C3=C4C=CNC4=NC=N3. Drug 2: CC12CCC(CC1=CCC3C2CCC4(C3CC=C4C5=CN=CC=C5)C)O. Cell line: UACC-257. Synergy scores: CSS=2.97, Synergy_ZIP=0.933, Synergy_Bliss=3.15, Synergy_Loewe=-1.65, Synergy_HSA=0.378. (6) Drug 1: C(CC(=O)O)C(=O)CN.Cl. Drug 2: C1C(C(OC1N2C=NC(=NC2=O)N)CO)O. Cell line: HCT-15. Synergy scores: CSS=9.84, Synergy_ZIP=-6.05, Synergy_Bliss=-7.06, Synergy_Loewe=-7.06, Synergy_HSA=-4.20. (7) Drug 2: CCC1(CC2CC(C3=C(CCN(C2)C1)C4=CC=CC=C4N3)(C5=C(C=C6C(=C5)C78CCN9C7C(C=CC9)(C(C(C8N6C)(C(=O)OC)O)OC(=O)C)CC)OC)C(=O)OC)O.OS(=O)(=O)O. Synergy scores: CSS=54.6, Synergy_ZIP=0.510, Synergy_Bliss=-2.44, Synergy_Loewe=-0.634, Synergy_HSA=0.707. Drug 1: CC1C(C(CC(O1)OC2CC(CC3=C2C(=C4C(=C3O)C(=O)C5=C(C4=O)C(=CC=C5)OC)O)(C(=O)C)O)N)O.Cl. Cell line: HCT116.